Task: Regression. Given a peptide amino acid sequence and an MHC pseudo amino acid sequence, predict their binding affinity value. This is MHC class II binding data.. Dataset: Peptide-MHC class II binding affinity with 134,281 pairs from IEDB The peptide sequence is SPEIKEEFVKIVQKRG. The MHC is DRB1_0701 with pseudo-sequence DRB1_0701. The binding affinity (normalized) is 0.313.